From a dataset of Forward reaction prediction with 1.9M reactions from USPTO patents (1976-2016). Predict the product of the given reaction. (1) Given the reactants [Cl:1][C:2]1[CH:7]=[CH:6][C:5]([C@@H:8]2[C@@H:13]([C@@H:14]([O:16][C:17]3C=CC(Cl)=[C:19](Cl)[CH:18]=3)[CH3:15])[CH2:12][CH2:11][N:10]([C:25]([CH:27]3[CH2:32][CH2:31][N:30]([C:33]4[CH:38]=[CH:37][C:36]([C:39]#[N:40])=[CH:35][N:34]=4)[CH2:29][CH2:28]3)=[O:26])[CH2:9]2)=[CH:4][CH:3]=1.[NH:41]1CC[CH2:44][CH2:43][CH2:42]1.C(N1CC[C@H]([C@H]([OH:62])C)[C@@H](C2C=CC(Cl)=CC=2)C1)C1C=CC=CC=1.CC1C=CC(O)=NC=1.ClC(OC(Cl)=O)C.CCN(C(C)C)C(C)C, predict the reaction product. The product is: [C:39]([C:36]1[CH:37]=[CH:38][C:33]([N:30]2[CH2:31][CH2:32][CH:27]([C:25]([OH:26])=[O:62])[CH2:28][CH2:29]2)=[N:34][CH:35]=1)#[N:40].[Cl:1][C:2]1[CH:7]=[CH:6][C:5]([C@@H:8]2[C@@H:13]([C@@H:14]([O:16][C:17]3[CH:18]=[CH:19][C:43]([CH3:44])=[CH:42][N:41]=3)[CH3:15])[CH2:12][CH2:11][N:10]([C:25]([CH:27]3[CH2:32][CH2:31][N:30]([C:33]4[CH:38]=[CH:37][C:36]([C:39]#[N:40])=[CH:35][N:34]=4)[CH2:29][CH2:28]3)=[O:26])[CH2:9]2)=[CH:4][CH:3]=1. (2) Given the reactants [CH3:1][O:2][C:3]1[C:4](=[O:10])[CH:5]=[CH:6][C:7](=[O:9])[CH:8]=1.[CH3:11][C:12]([C:14]1[CH:19]=[CH:18][CH:17]=[CH:16][CH:15]=1)=[CH2:13], predict the reaction product. The product is: [CH3:1][O:2][C:3]1[C:4](=[O:10])[C:5]2[C:19]3[C:14](=[CH:15][CH:16]=[CH:17][CH:18]=3)[C:12]([CH3:13])=[CH:11][C:6]=2[C:7](=[O:9])[CH:8]=1. (3) The product is: [C:8]([C:12]1[CH:17]=[CH:16][CH:15]=[CH:14][C:13]=1[O:6][CH3:7])([CH3:11])([CH3:10])[CH3:9]. Given the reactants COS([O:6][CH3:7])(=O)=O.[C:8]([C:12]1[CH:17]=[CH:16][CH:15]=[CH:14][C:13]=1O)([CH3:11])([CH3:10])[CH3:9].[OH-].[Na+], predict the reaction product. (4) Given the reactants [C:1]1([CH2:7][CH2:8][OH:9])[CH:6]=[CH:5][CH:4]=[CH:3][CH:2]=1.N1C=CC=CC=1.[C:16](Cl)(=[O:19])[CH:17]=[CH2:18].CO, predict the reaction product. The product is: [C:16]([O:9][CH2:8][CH2:7][C:1]1[CH:6]=[CH:5][CH:4]=[CH:3][CH:2]=1)(=[O:19])[CH:17]=[CH2:18]. (5) Given the reactants [CH3:1][N:2]1[CH:6]=[C:5]([C:7](O)=[O:8])[C:4]([CH3:10])=[N:3]1.O1CCCC1.C(Cl)(=O)C(Cl)=O.[NH2:22][C:23]1[CH:24]=[C:25]([CH:42]=[CH:43][CH:44]=1)[O:26][C:27]1[CH:28]=[CH:29][C:30]2[N:31]([N:33]=[C:34]([NH:36][C:37]([CH:39]3[CH2:41][CH2:40]3)=[O:38])[N:35]=2)[CH:32]=1, predict the reaction product. The product is: [CH:39]1([C:37]([NH:36][C:34]2[N:35]=[C:30]3[CH:29]=[CH:28][C:27]([O:26][C:25]4[CH:24]=[C:23]([NH:22][C:7]([C:5]5[C:4]([CH3:10])=[N:3][N:2]([CH3:1])[CH:6]=5)=[O:8])[CH:44]=[CH:43][CH:42]=4)=[CH:32][N:31]3[N:33]=2)=[O:38])[CH2:40][CH2:41]1. (6) Given the reactants B(Cl)(Cl)Cl.C(OC(=O)[C:11]([C:13]1[CH:18]=[C:17]([C:19]2[O:23][N:22]=[C:21]([CH3:24])[C:20]=2[C:25]2[CH:30]=[CH:29][C:28]([O:31][CH3:32])=[CH:27][CH:26]=2)[C:16]([O:33]CC2C=CC=CC=2)=[CH:15][C:14]=1[O:41]CC1C=CC=CC=1)=[CH2:12])(C)(C)C.[C:50](=[O:52])=[O:51].CC(C)=O.O, predict the reaction product. The product is: [OH:41][C:14]1[CH:15]=[C:16]([OH:33])[C:17]([C:19]2[O:23][N:22]=[C:21]([CH3:24])[C:20]=2[C:25]2[CH:30]=[CH:29][C:28]([O:31][CH3:32])=[CH:27][CH:26]=2)=[CH:18][C:13]=1[CH:11]=[CH:12][C:50]([OH:52])=[O:51].